Dataset: Catalyst prediction with 721,799 reactions and 888 catalyst types from USPTO. Task: Predict which catalyst facilitates the given reaction. (1) Reactant: Br[C:2]1[N:10]=[CH:9][N:8]=[C:7]2[C:3]=1[NH:4][C:5]([C:11]1[C:16]([Cl:17])=[CH:15][CH:14]=[CH:13][C:12]=1[Cl:18])=[N:6]2.[CH3:19][S-:20].[Na+]. Product: [Cl:18][C:12]1[CH:13]=[CH:14][CH:15]=[C:16]([Cl:17])[C:11]=1[C:5]1[NH:4][C:3]2[C:7](=[N:8][CH:9]=[N:10][C:2]=2[S:20][CH3:19])[N:6]=1. The catalyst class is: 3. (2) Reactant: [CH2:1]([S:8][C:9]1[N:14]=[C:13]([Cl:15])[C:12]([N+:16]([O-:18])=[O:17])=[C:11](Cl)[N:10]=1)[C:2]1[CH:7]=[CH:6][CH:5]=[CH:4][CH:3]=1.CCN(C(C)C)C(C)C.[NH2:29][CH:30]1[CH2:35][CH2:34][O:33][CH2:32][CH2:31]1. Product: [CH2:1]([S:8][C:9]1[N:10]=[C:11]([NH:29][CH:30]2[CH2:35][CH2:34][O:33][CH2:32][CH2:31]2)[C:12]([N+:16]([O-:18])=[O:17])=[C:13]([Cl:15])[N:14]=1)[C:2]1[CH:3]=[CH:4][CH:5]=[CH:6][CH:7]=1. The catalyst class is: 1. (3) Reactant: [F:1][C:2]1[CH:7]=[CH:6][C:5]([CH2:8][CH:9]([NH:13][CH:14]=O)[CH:10]([CH3:12])[CH3:11])=[CH:4][C:3]=1[O:16][CH2:17][CH2:18][O:19][CH3:20].O=P(Cl)(Cl)Cl.[NH4+].[OH-]. The catalyst class is: 34. Product: [F:1][C:2]1[CH:7]=[C:6]2[C:5]([CH2:8][CH:9]([CH:10]([CH3:12])[CH3:11])[N:13]=[CH:14]2)=[CH:4][C:3]=1[O:16][CH2:17][CH2:18][O:19][CH3:20].